This data is from Full USPTO retrosynthesis dataset with 1.9M reactions from patents (1976-2016). The task is: Predict the reactants needed to synthesize the given product. Given the product [Cl:31][C:32]1[CH:33]=[C:34]([NH:47][C:10]2[C:11]3=[C:3]([CH2:2][S:21][C:15]4[CH:20]=[CH:19][CH:18]=[CH:17][CH:16]=4)[CH:4]=[CH:5][N:6]3[N:7]=[CH:8][N:9]=2)[CH:35]=[CH:36][C:37]=1[O:38][CH2:39][C:40]1[CH:45]=[CH:44][CH:43]=[C:42]([F:46])[CH:41]=1, predict the reactants needed to synthesize it. The reactants are: Br[CH2:2][C:3]1[CH:4]=[CH:5][N:6]2[C:11]=1[C:10](Cl)=[N:9][C-:8]=[N:7]2.N#N.[C:15]1([SH:21])[CH:20]=[CH:19][CH:18]=[CH:17][CH:16]=1.C(N(C(C)C)CC)(C)C.[Cl:31][C:32]1[CH:33]=[C:34]([NH2:47])[CH:35]=[CH:36][C:37]=1[O:38][CH2:39][C:40]1[CH:45]=[CH:44][CH:43]=[C:42]([F:46])[CH:41]=1.